Regression. Given a peptide amino acid sequence and an MHC pseudo amino acid sequence, predict their binding affinity value. This is MHC class I binding data. From a dataset of Peptide-MHC class I binding affinity with 185,985 pairs from IEDB/IMGT. (1) The peptide sequence is HGPAKSMEY. The MHC is HLA-A01:01 with pseudo-sequence HLA-A01:01. The binding affinity (normalized) is 0.0440. (2) The peptide sequence is RNYFTAEVSH. The MHC is HLA-A11:01 with pseudo-sequence HLA-A11:01. The binding affinity (normalized) is 0. (3) The peptide sequence is DFGYATMAK. The MHC is HLA-A30:01 with pseudo-sequence HLA-A30:01. The binding affinity (normalized) is 0.420. (4) The peptide sequence is LIFILLTAV. The MHC is HLA-A02:17 with pseudo-sequence HLA-A02:17. The binding affinity (normalized) is 0.243. (5) The peptide sequence is LVSSGNTLY. The MHC is HLA-B18:01 with pseudo-sequence HLA-B18:01. The binding affinity (normalized) is 0.213. (6) The peptide sequence is MRFKKGAVL. The MHC is Mamu-B17 with pseudo-sequence Mamu-B17. The binding affinity (normalized) is 0.638. (7) The peptide sequence is YKSRCYVGL. The MHC is HLA-A02:03 with pseudo-sequence HLA-A02:03. The binding affinity (normalized) is 0.0847.